Dataset: Full USPTO retrosynthesis dataset with 1.9M reactions from patents (1976-2016). Task: Predict the reactants needed to synthesize the given product. Given the product [C:1]([C:3]1[CH:4]=[CH:5][C:6]([S:9]([C:11]2[CH:12]=[C:13]([C:29]([OH:31])=[O:30])[C:14](=[O:28])[N:15]([C:18]3[CH:23]=[CH:22][CH:21]=[C:20]([C:24]([F:25])([F:26])[F:27])[CH:19]=3)[C:16]=2[CH3:17])=[O:10])=[CH:7][CH:8]=1)#[N:2], predict the reactants needed to synthesize it. The reactants are: [C:1]([C:3]1[CH:8]=[CH:7][C:6]([S:9]([C:11]2[CH:12]=[C:13]([C:29]([O:31]CC)=[O:30])[C:14](=[O:28])[N:15]([C:18]3[CH:23]=[CH:22][CH:21]=[C:20]([C:24]([F:27])([F:26])[F:25])[CH:19]=3)[C:16]=2[CH3:17])=[O:10])=[CH:5][CH:4]=1)#[N:2].